Dataset: CYP2C19 inhibition data for predicting drug metabolism from PubChem BioAssay. Task: Regression/Classification. Given a drug SMILES string, predict its absorption, distribution, metabolism, or excretion properties. Task type varies by dataset: regression for continuous measurements (e.g., permeability, clearance, half-life) or binary classification for categorical outcomes (e.g., BBB penetration, CYP inhibition). Dataset: cyp2c19_veith. (1) The compound is COc1ccc2[nH]cc(CCNc3nc(-c4ccc(N(C)C)cc4)nc4ccccc34)c2c1. The result is 1 (inhibitor). (2) The compound is ClC(Cl)(Cl)C(N1CCN(c2ccccc2)CC1)N1CCN(c2ccccc2)CC1. The result is 0 (non-inhibitor). (3) The drug is C=CCn1c(SCc2nc3ccccc3[nH]2)nnc1-c1cccc(OC)c1. The result is 1 (inhibitor). (4) The drug is CCCCCn1c(N)c(C(=O)NCc2cccs2)c2nc3ccccc3nc21. The result is 1 (inhibitor). (5) The drug is Cc1ccc(S(=O)(=O)Nc2ccccc2-c2ccccc2NS(=O)(=O)c2ccc(C)cc2)cc1. The result is 1 (inhibitor). (6) The molecule is O=c1[nH]n(-c2cccc3cccnc23)c(=O)c2ccccc12. The result is 1 (inhibitor). (7) The compound is COC(=O)c1nnn(-c2nonc2N)c1CSc1nc2ccccc2o1. The result is 1 (inhibitor). (8) The drug is Cc1nc2sc(C#N)c(N)c2c2c1CCCC2. The result is 1 (inhibitor). (9) The drug is NC[C@@H]1O[C@H](COC[C@@H]2[C@@H](CO)O[C@@H](O[C@@H]3[C@@H](O)[C@@H](N)C[C@@H](N)[C@@H]3O[C@H]3O[C@@H](CN)[C@@H](O)[C@@H](O)[C@@H]3N)[C@H]2O)[C@@H](N)[C@H](O)[C@@H]1O. The result is 0 (non-inhibitor).